Dataset: Reaction yield outcomes from USPTO patents with 853,638 reactions. Task: Predict the reaction yield, written as a fraction of the theoretical maximum amount of product (1.0 means a 100% yield; for example, 0.34 means a 34% yield). (1) The reactants are Cl[C:2]1[CH:3]=[C:4]([C:32]2[CH:37]=[CH:36][C:35]([C:38]([OH:40])=O)=[CH:34][CH:33]=2)[CH:5]=[CH:6][C:7]=1[CH2:8][C@@H:9]1[CH2:13][CH2:12][N:11]([N:14]2[CH2:19][CH2:18][CH:17]([O:20][Si:21]([CH:28]([CH3:30])[CH3:29])([CH:25]([CH3:27])[CH3:26])[CH:22]([CH3:24])[CH3:23])[CH2:16][CH2:15]2)[C:10]1=[O:31].C(N1C=CN=C1)(N1C=CN=C1)=O.[ClH:53].[F:54][C:55]([F:63])([F:62])[CH:56]1[CH2:61][CH2:60][NH:59][CH2:58][CH2:57]1.C(N(C(C)C)CC)(C)C. The catalyst is C(Cl)Cl.C(OCC)(=O)C. The product is [Cl:53][C:34]1[CH:33]=[C:32]([C:4]2[CH:5]=[CH:6][C:7]([CH2:8][C@@H:9]3[CH2:13][CH2:12][N:11]([N:14]4[CH2:15][CH2:16][CH:17]([O:20][Si:21]([CH:22]([CH3:23])[CH3:24])([CH:25]([CH3:26])[CH3:27])[CH:28]([CH3:30])[CH3:29])[CH2:18][CH2:19]4)[C:10]3=[O:31])=[CH:2][CH:3]=2)[CH:37]=[CH:36][C:35]=1[C:38]([N:59]1[CH2:60][CH2:61][CH:56]([C:55]([F:63])([F:62])[F:54])[CH2:57][CH2:58]1)=[O:40]. The yield is 0.490. (2) The reactants are [O:1]=[C:2]1[N:6]2[CH:7]=[CH:8][CH:9]=[CH:10][C:5]2=[N:4][N:3]1[CH2:11][CH2:12]OS(C1C=CC(C)=CC=1)(=O)=O.[NH:24]1[CH2:29][CH:28]=[C:27]([C:30]2[C:38]3[C:33](=[CH:34][CH:35]=[CH:36][CH:37]=3)[NH:32][CH:31]=2)[CH2:26][CH2:25]1.C(N(CC)CC)C.O. The catalyst is CS(C)=O. The product is [NH:32]1[C:33]2[C:38](=[CH:37][CH:36]=[CH:35][CH:34]=2)[C:30]([C:27]2[CH2:28][CH2:29][N:24]([CH2:12][CH2:11][N:3]3[C:2](=[O:1])[N:6]4[CH:7]=[CH:8][CH:9]=[CH:10][C:5]4=[N:4]3)[CH2:25][CH:26]=2)=[CH:31]1. The yield is 0.300. (3) The reactants are [F:1][C:2]([F:7])([F:6])[C:3]([OH:5])=[O:4].[F:8][C:9]([F:14])([F:13])[C:10]([OH:12])=[O:11].[Cl:15][C:16]1[CH:17]=[N:18][C:19]2[NH:20][C:21]3[CH:22]=[N:23][CH:24]=[C:25]([CH:47]=3)[CH2:26][CH2:27][C:28]3[CH:36]=[C:32]([NH:33][C:34]=1[N:35]=2)[CH:31]=[CH:30][C:29]=3[NH:37][C:38](=[O:46])[CH2:39][CH:40]1[CH2:45][CH2:44][NH:43][CH2:42][CH2:41]1.[CH3:48][C:49]1[C:50]([C:54](O)=[O:55])=[N:51][O:52][N:53]=1. No catalyst specified. The product is [F:1][C:2]([F:7])([F:6])[C:3]([OH:5])=[O:4].[F:8][C:9]([F:14])([F:13])[C:10]([OH:12])=[O:11].[Cl:15][C:16]1[CH:17]=[N:18][C:19]2[NH:20][C:21]3[CH:22]=[N:23][CH:24]=[C:25]([CH:47]=3)[CH2:26][CH2:27][C:28]3[CH:36]=[C:32]([NH:33][C:34]=1[N:35]=2)[CH:31]=[CH:30][C:29]=3[NH:37][C:38](=[O:46])[CH2:39][CH:40]1[CH2:45][CH2:44][N:43]([C:54]([C:50]2[C:49]([CH3:48])=[N:53][O:52][N:51]=2)=[O:55])[CH2:42][CH2:41]1. The yield is 0.440. (4) The product is [NH2:9][C:7]1[N:6]([C:21]([O:20][C:17]([CH3:19])([CH3:18])[CH3:16])=[O:22])[N:5]=[C:4]([CH:1]2[CH2:3][CH2:2]2)[CH:8]=1. The catalyst is C1COCC1. The reactants are [CH:1]1([C:4]2[CH:8]=[C:7]([NH2:9])[NH:6][N:5]=2)[CH2:3][CH2:2]1.C([O-])([O-])=O.[K+].[K+].[CH3:16][C:17]([O:20][C:21](O[C:21]([O:20][C:17]([CH3:19])([CH3:18])[CH3:16])=[O:22])=[O:22])([CH3:19])[CH3:18]. The yield is 0.540. (5) The reactants are [CH2:1]([O:3][C:4]1[C:8]([CH2:9][CH2:10][CH2:11][OH:12])=[CH:7][N:6]([C:13]2[CH:18]=[CH:17][CH:16]=[CH:15][N:14]=2)[N:5]=1)[CH3:2].O[C:20]1[CH:25]=[CH:24][C:23]([CH2:26][CH2:27][C:28]([O:30]CC)=[O:29])=[CH:22][C:21]=1[O:33][CH3:34].C(P(CCCC)CCCC)CCC.N(C(N1CCCCC1)=O)=NC(N1CCCCC1)=O. The catalyst is O1CCCC1. The product is [CH2:1]([O:3][C:4]1[C:8]([CH2:9][CH2:10][CH2:11][O:12][C:20]2[CH:25]=[CH:24][C:23]([CH2:26][CH2:27][C:28]([OH:30])=[O:29])=[CH:22][C:21]=2[O:33][CH3:34])=[CH:7][N:6]([C:13]2[CH:18]=[CH:17][CH:16]=[CH:15][N:14]=2)[N:5]=1)[CH3:2]. The yield is 0.810. (6) The reactants are [C:1]([NH:3][C:4](=[N:12][C:13]1[CH:18]=[CH:17][C:16]([O:19][CH2:20][CH2:21][N:22]2[CH2:26][CH2:25][CH2:24][CH2:23]2)=[CH:15][CH:14]=1)OC1C=CC=CC=1)#[N:2].[NH:27]([C:29]1[C:30]2[CH2:40][CH2:39][CH2:38][CH2:37][CH2:36][CH2:35][C:31]=2[N:32]=[CH:33][N:34]=1)[NH2:28]. The catalyst is C(O)(C)C. The product is [N:32]1[C:31]2[CH2:35][CH2:36][CH2:37][CH2:38][CH2:39][CH2:40][C:30]=2[C:29]([N:27]2[C:1]([NH2:2])=[N:3][C:4]([NH:12][C:13]3[CH:14]=[CH:15][C:16]([O:19][CH2:20][CH2:21][N:22]4[CH2:23][CH2:24][CH2:25][CH2:26]4)=[CH:17][CH:18]=3)=[N:28]2)=[N:34][CH:33]=1. The yield is 0.780.